From a dataset of Catalyst prediction with 721,799 reactions and 888 catalyst types from USPTO. Predict which catalyst facilitates the given reaction. (1) Reactant: [CH2:1]([O:8][C:9]1[C:14]([C:15](=[O:17])[CH3:16])=[C:13]([O:18][CH3:19])[C:12]([O:20][C:21]2[C:29]([CH3:30])=[CH:28][C:27]([N:31]([CH2:39][C:40]3[CH:45]=[CH:44][CH:43]=[CH:42][CH:41]=3)[CH2:32][C:33]3[CH:38]=[CH:37][CH:36]=[CH:35][CH:34]=3)=[C:26]3[C:22]=2[CH2:23][CH2:24][CH2:25]3)=[CH:11][CH:10]=1)[C:2]1[CH:7]=[CH:6][CH:5]=[CH:4][CH:3]=1.[CH3:46][Li].[Cl-].[NH4+]. Product: [CH2:1]([O:8][C:9]1[C:14]([C:15]([OH:17])([CH3:46])[CH3:16])=[C:13]([O:18][CH3:19])[C:12]([O:20][C:21]2[C:29]([CH3:30])=[CH:28][C:27]([N:31]([CH2:39][C:40]3[CH:45]=[CH:44][CH:43]=[CH:42][CH:41]=3)[CH2:32][C:33]3[CH:34]=[CH:35][CH:36]=[CH:37][CH:38]=3)=[C:26]3[C:22]=2[CH2:23][CH2:24][CH2:25]3)=[CH:11][CH:10]=1)[C:2]1[CH:7]=[CH:6][CH:5]=[CH:4][CH:3]=1. The catalyst class is: 305. (2) Reactant: Cl.[NH2:2][C:3]1[CH:11]=[C:10]([C:12]2[C:21]3[C:16](=[CH:17][C:18]([O:27][CH2:28][CH3:29])=[C:19]4[O:24][C:23]([CH3:26])([CH3:25])[CH2:22][C:20]4=3)[CH2:15][C:14]([CH3:31])([CH3:30])[N:13]=2)[CH:9]=[CH:8][C:4]=1[C:5](O)=[O:6].Cl.CN.[C:35](P(=O)(OCC)OCC)#[N:36].C(N(CC)CC)C. Product: [NH2:2][C:3]1[CH:11]=[C:10]([C:12]2[C:21]3[C:16](=[CH:17][C:18]([O:27][CH2:28][CH3:29])=[C:19]4[O:24][C:23]([CH3:26])([CH3:25])[CH2:22][C:20]4=3)[CH2:15][C:14]([CH3:31])([CH3:30])[N:13]=2)[CH:9]=[CH:8][C:4]=1[C:5]([NH:36][CH3:35])=[O:6]. The catalyst class is: 149. (3) The catalyst class is: 311. Product: [C:50]([OH:57])(=[O:56])[CH2:51][CH2:52][C:53]([OH:55])=[O:54].[CH2:47]([N:4]([CH2:1][CH2:2][CH3:3])[C:5]([CH2:7][O:8][C:9](=[O:46])[CH2:10][CH2:11][NH:12][S:13]([C:16]1[CH:21]=[CH:20][CH:19]=[C:18]([C:22]([N:24]2[CH2:45][CH2:44][C:27]3([NH:31]/[C:30](=[N:32]/[C:33]([C:35]4[C:40]([NH2:41])=[N:39][C:38]([NH2:42])=[C:37]([Cl:43])[N:36]=4)=[O:34])/[NH:29][CH2:28]3)[CH2:26][CH2:25]2)=[O:23])[CH:17]=1)(=[O:15])=[O:14])=[O:6])[CH2:48][CH3:49]. Reactant: [CH2:1]([N:4]([CH2:47][CH2:48][CH3:49])[C:5]([CH2:7][O:8][C:9](=[O:46])[CH2:10][CH2:11][NH:12][S:13]([C:16]1[CH:21]=[CH:20][CH:19]=[C:18]([C:22]([N:24]2[CH2:45][CH2:44][C:27]3([NH:31]/[C:30](=[N:32]/[C:33]([C:35]4[C:40]([NH2:41])=[N:39][C:38]([NH2:42])=[C:37]([Cl:43])[N:36]=4)=[O:34])/[NH:29][CH2:28]3)[CH2:26][CH2:25]2)=[O:23])[CH:17]=1)(=[O:15])=[O:14])=[O:6])[CH2:2][CH3:3].[C:50]([OH:57])(=[O:56])[CH2:51][CH2:52][C:53]([OH:55])=[O:54]. (4) Reactant: [CH3:1][O:2][C:3](=[O:31])[C@@H:4]1[CH2:8][CH:7]([N:9]=[N+]=[N-])[CH2:6][N:5]1[C:12](=[O:30])[CH2:13][CH2:14][C:15]1[CH:20]=[CH:19][C:18]([CH2:21][NH:22][C:23]([O:25][C:26]([CH3:29])([CH3:28])[CH3:27])=[O:24])=[CH:17][CH:16]=1. Product: [NH2:9][CH:7]1[CH2:6][N:5]([C:12](=[O:30])[CH2:13][CH2:14][C:15]2[CH:16]=[CH:17][C:18]([CH2:21][NH:22][C:23]([O:25][C:26]([CH3:29])([CH3:27])[CH3:28])=[O:24])=[CH:19][CH:20]=2)[CH:4]([C:3]([O:2][CH3:1])=[O:31])[CH2:8]1. The catalyst class is: 19. (5) Reactant: Cl.[F:2][C:3]1[CH:22]=[C:21]([N:23]2[CH:27]=[N:26][N:25]=[N:24]2)[CH:20]=[CH:19][C:4]=1[O:5][CH2:6][C:7]1[CH:12]=[CH:11][CH:10]=[C:9]([CH:13]2[CH2:18][CH2:17][NH:16][CH2:15][CH2:14]2)[N:8]=1.CS([C:32]1[N:37]=[CH:36][C:35]([C:38]([F:41])([F:40])[F:39])=[CH:34][N:33]=1)(=O)=O.C([O-])(O)=O.[Na+]. Product: [F:2][C:3]1[CH:22]=[C:21]([N:23]2[CH:27]=[N:26][N:25]=[N:24]2)[CH:20]=[CH:19][C:4]=1[O:5][CH2:6][C:7]1[N:8]=[C:9]([CH:13]2[CH2:14][CH2:15][N:16]([C:32]3[N:37]=[CH:36][C:35]([C:38]([F:41])([F:40])[F:39])=[CH:34][N:33]=3)[CH2:17][CH2:18]2)[CH:10]=[CH:11][CH:12]=1. The catalyst class is: 35.